This data is from Reaction yield outcomes from USPTO patents with 853,638 reactions. The task is: Predict the reaction yield, written as a fraction of the theoretical maximum amount of product (1.0 means a 100% yield; for example, 0.34 means a 34% yield). The reactants are [CH3:1][C:2]1[CH:7]=[CH:6][C:5]([NH:8][C:9]2[O:10][CH:11]=[C:12]([C:14](OCC)=[O:15])[N:13]=2)=[CH:4][C:3]=1[O:19][CH2:20][CH:21]=[C:22]([CH3:24])[CH3:23].[H-].[H-].[H-].[H-].[Li+].[Al+3]. The catalyst is C1COCC1. The product is [CH3:1][C:2]1[CH:7]=[CH:6][C:5]([NH:8][C:9]2[O:10][CH:11]=[C:12]([CH2:14][OH:15])[N:13]=2)=[CH:4][C:3]=1[O:19][CH2:20][CH:21]=[C:22]([CH3:24])[CH3:23]. The yield is 0.340.